This data is from Full USPTO retrosynthesis dataset with 1.9M reactions from patents (1976-2016). The task is: Predict the reactants needed to synthesize the given product. (1) Given the product [OH:17][C:16]1[N:22]2[N:21]=[C:23]([C:24]([O:26][CH2:27][CH3:28])=[O:25])[N:2]=[C:1]2[CH:3]=[C:4]([C:5]2[CH:10]=[CH:9][C:8]([C:11]([F:12])([F:13])[F:14])=[CH:7][CH:6]=2)[N:15]=1, predict the reactants needed to synthesize it. The reactants are: [C:1]([CH:3]=[C:4]([NH:15][C:16](=O)[O:17]CC)[C:5]1[CH:10]=[CH:9][C:8]([C:11]([F:14])([F:13])[F:12])=[CH:7][CH:6]=1)#[N:2].[NH:21]([C:23](=O)[C:24]([O:26][CH2:27][CH3:28])=[O:25])[NH2:22].O. (2) Given the product [C:26]([O:25][C:23]([N:20]1[CH2:19][CH2:18][CH:17]([N:16]2[C:15]3[C:14]4[CH:13]=[CH:12][CH:11]=[C:10]([O:30][CH3:31])[C:9]=4[N:8]=[CH:7][C:6]=3[C:4](=[O:3])[N:32]([C:35]3[CH:43]=[CH:42][C:38]4[O:39][CH2:40][O:41][C:37]=4[CH:36]=3)[C:33]2=[O:34])[CH2:22][CH2:21]1)=[O:24])([CH3:29])([CH3:28])[CH3:27], predict the reactants needed to synthesize it. The reactants are: C([O:3][C:4]([C:6]1[CH:7]=[N:8][C:9]2[C:14]([C:15]=1[NH:16][CH:17]1[CH2:22][CH2:21][N:20]([C:23]([O:25][C:26]([CH3:29])([CH3:28])[CH3:27])=[O:24])[CH2:19][CH2:18]1)=[CH:13][CH:12]=[CH:11][C:10]=2[O:30][CH3:31])=O)C.[N:32]([C:35]1[CH:43]=[CH:42][C:38]2[O:39][CH2:40][O:41][C:37]=2[CH:36]=1)=[C:33]=[O:34]. (3) The reactants are: C[O:2][C:3]([C:5]1[S:9][CH:8]=[N:7][C:6]=1[N:10]1[C:14](=[O:15])[NH:13][C:12]([CH:16]([NH:30][C:31]2[CH:36]=[CH:35][C:34]([C:37]#[N:38])=[C:33]([CH2:39][NH:40]C(OC(C)(C)C)=O)[CH:32]=2)[C:17]2[CH:22]=[C:21]([O:23][CH3:24])[CH:20]=[C:19]([O:25][CH2:26][CH2:27][OH:28])[C:18]=2[F:29])=[N:11]1)=[O:4].CO.[OH-].[Na+]. Given the product [F:29][C:18]1[C:19]([O:25][CH2:26][CH2:27][OH:28])=[CH:20][C:21]([O:23][CH3:24])=[CH:22][C:17]=1[CH:16]([NH:30][C:31]1[CH:32]=[C:33]2[C:34](=[CH:35][CH:36]=1)[C:37](=[NH:38])[NH:40][CH2:39]2)[C:12]1[NH:13][C:14](=[O:15])[N:10]([C:6]2[N:7]=[CH:8][S:9][C:5]=2[C:3]([OH:2])=[O:4])[N:11]=1, predict the reactants needed to synthesize it. (4) Given the product [CH3:33][O:32][C:29]1[CH:30]=[CH:31][C:26]([CH2:25][N:24]([CH2:34][C:35]2[CH:40]=[CH:39][C:38]([O:41][CH3:42])=[CH:37][CH:36]=2)[C:19]2[N:20]=[C:21]([CH3:23])[N:22]=[C:17]([C:4]3[CH:3]=[C:2]([C:82]4[CH:87]=[CH:86][CH:85]=[CH:84][N:83]=4)[CH:7]=[N:6][C:5]=3[NH:8][C:9]3[CH:10]=[N:11][C:12]([O:15][CH3:16])=[CH:13][CH:14]=3)[N:18]=2)=[CH:27][CH:28]=1, predict the reactants needed to synthesize it. The reactants are: Cl[C:2]1[CH:3]=[C:4]([C:17]2[N:22]=[C:21]([CH3:23])[N:20]=[C:19]([N:24]([CH2:34][C:35]3[CH:40]=[CH:39][C:38]([O:41][CH3:42])=[CH:37][CH:36]=3)[CH2:25][C:26]3[CH:31]=[CH:30][C:29]([O:32][CH3:33])=[CH:28][CH:27]=3)[N:18]=2)[C:5]([NH:8][C:9]2[CH:10]=[N:11][C:12]([O:15][CH3:16])=[CH:13][CH:14]=2)=[N:6][CH:7]=1.C1(P(C2CCCCC2)C2C=CC=CC=2C2C(C(C)C)=CC(C(C)C)=CC=2C(C)C)CCCCC1.C([Sn](CCCC)(CCCC)[C:82]1[CH:87]=[CH:86][CH:85]=[CH:84][N:83]=1)CCC. (5) The reactants are: [NH2:1][C:2]1[CH:3]=[CH:4][C:5](Br)=[C:6]2[C:10]=1[C:9](=[O:11])[NH:8][CH2:7]2.CB1OB(C)OB(C)O1.C(=O)([O-])[O-].[K+].[K+].NC1C=CC(C)=C2C=1C(=O)NC2. Given the product [NH2:1][C:2]1[CH:3]=[CH:4][CH:5]=[C:6]2[C:10]=1[C:9](=[O:11])[NH:8][CH2:7]2, predict the reactants needed to synthesize it. (6) Given the product [F:28][C:2]1([F:1])[CH:7]([O:8][C:9]2[C:14]([C:15]3[CH:20]=[CH:19][N:18]=[CH:17][CH:16]=3)=[N:13][CH:12]=[CH:11][N:10]=2)[CH2:6][CH2:5][NH:4][CH2:3]1, predict the reactants needed to synthesize it. The reactants are: [F:1][C:2]1([F:28])[CH:7]([O:8][C:9]2[C:14]([C:15]3[CH:20]=[CH:19][N:18]=[CH:17][CH:16]=3)=[N:13][CH:12]=[CH:11][N:10]=2)[CH2:6][CH2:5][N:4](C(OC(C)(C)C)=O)[CH2:3]1.Cl.CO. (7) Given the product [Cl:1][C:2]1[CH:3]=[CH:4][C:5]([CH2:6][C:7]23[O:19][C:8]2([CH:14]=[O:15])[C:9]([CH3:13])([CH3:12])[CH2:10][CH2:11]3)=[CH:16][CH:17]=1, predict the reactants needed to synthesize it. The reactants are: [Cl:1][C:2]1[CH:17]=[CH:16][C:5]([CH2:6][C:7]2[CH2:11][CH2:10][C:9]([CH3:13])([CH3:12])[C:8]=2[CH:14]=[O:15])=[CH:4][CH:3]=1.C[O-:19].[Na+].OO.C1(C)C=CC=CC=1. (8) The reactants are: [N+:1]([C:4]1[CH:5]=[N:6][NH:7][CH:8]=1)([O-])=O.C(=O)([O-])[O-].[Cs+].[Cs+].[CH2:15]1[O:18][C@@H:16]1[CH3:17]. Given the product [NH2:1][C:4]1[CH:5]=[N:6][N:7]([CH2:15][C@H:16]([OH:18])[CH3:17])[CH:8]=1, predict the reactants needed to synthesize it. (9) Given the product [N:37]1[CH:36]=[C:35]([C:33]([NH:32][C:30]2[CH:31]=[C:26]([C:24]3[N:23]=[C:6]([CH2:5][CH2:4][C:3]([O:2][CH3:1])=[O:9])[O:8][N:25]=3)[CH:27]=[CH:28][C:29]=2[CH3:44])=[O:34])[N:39]2[CH:40]=[CH:41][CH:42]=[CH:43][C:38]=12, predict the reactants needed to synthesize it. The reactants are: [CH3:1][O:2][C:3](=[O:9])[CH2:4][CH2:5][C:6]([OH:8])=O.C1N=CN(C(N2C=NC=C2)=O)C=1.O[N:23]=[C:24]([C:26]1[CH:27]=[CH:28][C:29]([CH3:44])=[C:30]([NH:32][C:33]([C:35]2[N:39]3[CH:40]=[CH:41][CH:42]=[CH:43][C:38]3=[N:37][CH:36]=2)=[O:34])[CH:31]=1)[NH2:25].